From a dataset of Full USPTO retrosynthesis dataset with 1.9M reactions from patents (1976-2016). Predict the reactants needed to synthesize the given product. Given the product [OH:13][C:14]1([C:9]2[S:8][CH:12]=[CH:11][N:10]=2)[CH2:15][CH2:16][CH:17]([C:20]([O:22][C:23]([CH3:26])([CH3:25])[CH3:24])=[O:21])[CH2:18][CH2:19]1, predict the reactants needed to synthesize it. The reactants are: C([Mg]Cl)(C)C.[Cl-].[Li+].[S:8]1[CH:12]=[CH:11][N:10]=[CH:9]1.[O:13]=[C:14]1[CH2:19][CH2:18][CH:17]([C:20]([O:22][C:23]([CH3:26])([CH3:25])[CH3:24])=[O:21])[CH2:16][CH2:15]1.